This data is from Catalyst prediction with 721,799 reactions and 888 catalyst types from USPTO. The task is: Predict which catalyst facilitates the given reaction. Reactant: [H-].[Na+].[I:3][C:4]1[CH:9]=[CH:8][C:7]([CH2:10][CH2:11][NH:12][C:13](=[O:19])[O:14][C:15]([CH3:18])([CH3:17])[CH3:16])=[CH:6][CH:5]=1.[CH2:20](Br)[C:21]1[CH:26]=[CH:25][CH:24]=[CH:23][CH:22]=1. Product: [CH2:20]([N:12]([CH2:11][CH2:10][C:7]1[CH:6]=[CH:5][C:4]([I:3])=[CH:9][CH:8]=1)[C:13](=[O:19])[O:14][C:15]([CH3:16])([CH3:18])[CH3:17])[C:21]1[CH:26]=[CH:25][CH:24]=[CH:23][CH:22]=1. The catalyst class is: 9.